From a dataset of NCI-60 drug combinations with 297,098 pairs across 59 cell lines. Regression. Given two drug SMILES strings and cell line genomic features, predict the synergy score measuring deviation from expected non-interaction effect. (1) Drug 1: C1=NC2=C(N=C(N=C2N1C3C(C(C(O3)CO)O)O)F)N. Drug 2: CCC1=C2CN3C(=CC4=C(C3=O)COC(=O)C4(CC)O)C2=NC5=C1C=C(C=C5)O. Cell line: LOX IMVI. Synergy scores: CSS=25.0, Synergy_ZIP=0.692, Synergy_Bliss=0.169, Synergy_Loewe=-18.5, Synergy_HSA=-2.58. (2) Drug 1: CCCS(=O)(=O)NC1=C(C(=C(C=C1)F)C(=O)C2=CNC3=C2C=C(C=N3)C4=CC=C(C=C4)Cl)F. Drug 2: CC1=CC2C(CCC3(C2CCC3(C(=O)C)OC(=O)C)C)C4(C1=CC(=O)CC4)C. Cell line: PC-3. Synergy scores: CSS=1.05, Synergy_ZIP=3.13, Synergy_Bliss=1.59, Synergy_Loewe=-1.70, Synergy_HSA=-1.75. (3) Drug 1: C1CN1P(=S)(N2CC2)N3CC3. Drug 2: C1=CN(C(=O)N=C1N)C2C(C(C(O2)CO)O)O.Cl. Cell line: NCIH23. Synergy scores: CSS=41.1, Synergy_ZIP=-5.61, Synergy_Bliss=-5.11, Synergy_Loewe=-9.23, Synergy_HSA=1.48. (4) Drug 1: CC1=C2C(C(=O)C3(C(CC4C(C3C(C(C2(C)C)(CC1OC(=O)C(C(C5=CC=CC=C5)NC(=O)OC(C)(C)C)O)O)OC(=O)C6=CC=CC=C6)(CO4)OC(=O)C)O)C)O. Drug 2: C1=NC(=NC(=O)N1C2C(C(C(O2)CO)O)O)N. Cell line: NCI-H522. Synergy scores: CSS=28.8, Synergy_ZIP=-6.07, Synergy_Bliss=0.988, Synergy_Loewe=0.149, Synergy_HSA=0.479. (5) Drug 1: CCC1=CC2CC(C3=C(CN(C2)C1)C4=CC=CC=C4N3)(C5=C(C=C6C(=C5)C78CCN9C7C(C=CC9)(C(C(C8N6C)(C(=O)OC)O)OC(=O)C)CC)OC)C(=O)OC.C(C(C(=O)O)O)(C(=O)O)O. Cell line: ACHN. Synergy scores: CSS=54.9, Synergy_ZIP=-6.78, Synergy_Bliss=-3.89, Synergy_Loewe=-0.809, Synergy_HSA=-0.326. Drug 2: C1CC(C1)(C(=O)O)C(=O)O.[NH2-].[NH2-].[Pt+2]. (6) Drug 1: COC1=C(C=C2C(=C1)N=CN=C2NC3=CC(=C(C=C3)F)Cl)OCCCN4CCOCC4. Drug 2: CN(C)C1=NC(=NC(=N1)N(C)C)N(C)C. Cell line: MALME-3M. Synergy scores: CSS=2.21, Synergy_ZIP=-8.45, Synergy_Bliss=-8.26, Synergy_Loewe=-43.5, Synergy_HSA=-12.7.